Dataset: Forward reaction prediction with 1.9M reactions from USPTO patents (1976-2016). Task: Predict the product of the given reaction. (1) Given the reactants [CH:1]1[C:18]2=[C:19]3[C:8]([C:9]4[C:20]5[C:13](=[CH:14][CH:15]=[CH:16][C:17]2=5)[CH:12]=[CH:11][CH:10]=4)=[CH:7][CH:6]=[CH:5][C:4]3=[CH:3][CH:2]=1.[C:21]1(=[O:27])[O:26][C:24](=[O:25])[CH2:23][CH2:22]1.[Cl-].[Al+3].[Cl-].[Cl-], predict the reaction product. The product is: [O:27]=[C:21]([C:16]1[C:17]2=[C:20]3[C:9]([C:8]4[C:19]5[C:4](=[CH:3][CH:2]=[CH:1][C:18]2=5)[CH:5]=[CH:6][CH:7]=4)=[CH:10][CH:11]=[CH:12][C:13]3=[CH:14][CH:15]=1)[CH2:22][CH2:23][C:24]([OH:26])=[O:25]. (2) Given the reactants [OH-].[Na+].[C:3]([NH:6][C:7]([CH2:18][C:19]1[S:23][CH:22]=[N:21][CH:20]=1)(C(OCC)=O)[C:8]([O:10][CH2:11][CH3:12])=[O:9])(=[O:5])[CH3:4].Cl, predict the reaction product. The product is: [C:3]([NH:6][CH:7]([CH2:18][C:19]1[S:23][CH:22]=[N:21][CH:20]=1)[C:8]([O:10][CH2:11][CH3:12])=[O:9])(=[O:5])[CH3:4]. (3) Given the reactants [Br:1][C:2]1[CH:7]=[C:6](F)[CH:5]=[CH:4][C:3]=1[Cl:9].[CH3:10][C@H:11]1[CH2:16][NH:15][CH2:14][C@@H:13]([CH3:17])[NH:12]1.C(=O)([O-])[O-].[K+].[K+].CS(C)=O, predict the reaction product. The product is: [ClH:9].[Br:1][C:2]1[CH:7]=[C:6]([N:15]2[CH2:14][C@H:13]([CH3:17])[NH:12][C@H:11]([CH3:10])[CH2:16]2)[CH:5]=[CH:4][C:3]=1[Cl:9]. (4) The product is: [CH3:1][O:2][C:3]1[CH:4]=[C:5]2[C:10](=[CH:11][C:12]=1[O:13][CH3:14])[N:9]=[CH:8][CH:7]=[C:6]2[O:15][C:16]1[CH:22]=[CH:21][C:19]([NH:20][C:36]([NH:53][C@@H:51]([C:48]2[CH:49]=[CH:50][C:45]([F:44])=[CH:46][CH:47]=2)[CH3:52])=[O:42])=[C:18]([O:23][CH3:24])[CH:17]=1. Given the reactants [CH3:1][O:2][C:3]1[CH:4]=[C:5]2[C:10](=[CH:11][C:12]=1[O:13][CH3:14])[N:9]=[CH:8][CH:7]=[C:6]2[O:15][C:16]1[CH:22]=[CH:21][C:19]([NH2:20])=[C:18]([O:23][CH3:24])[CH:17]=1.C(N(CC)CC)C.ClC(Cl)(O[C:36](=[O:42])OC(Cl)(Cl)Cl)Cl.[F:44][C:45]1[CH:50]=[CH:49][C:48]([C@H:51]([NH2:53])[CH3:52])=[CH:47][CH:46]=1, predict the reaction product.